This data is from Peptide-MHC class I binding affinity with 185,985 pairs from IEDB/IMGT. The task is: Regression. Given a peptide amino acid sequence and an MHC pseudo amino acid sequence, predict their binding affinity value. This is MHC class I binding data. (1) The peptide sequence is KMSPGYVLGI. The MHC is HLA-A02:01 with pseudo-sequence HLA-A02:01. The binding affinity (normalized) is 0.789. (2) The MHC is HLA-A02:01 with pseudo-sequence HLA-A02:01. The binding affinity (normalized) is 0.573. The peptide sequence is FMPDFSRVI. (3) The peptide sequence is ILLARLFLY. The MHC is HLA-B44:02 with pseudo-sequence HLA-B44:02. The binding affinity (normalized) is 0.213. (4) The peptide sequence is PQSLDSWWTSL. The MHC is H-2-Ld with pseudo-sequence H-2-Ld. The binding affinity (normalized) is 0.